Predict the product of the given reaction. From a dataset of Forward reaction prediction with 1.9M reactions from USPTO patents (1976-2016). (1) Given the reactants [C:1]([O:5][C:6]([NH:8][C:9]1([C:15]([OH:17])=O)[CH2:14][CH2:13][O:12][CH2:11][CH2:10]1)=[O:7])([CH3:4])([CH3:3])[CH3:2].[NH2:18][C@@H:19]([CH2:23][C:24]1[CH:29]=[CH:28][C:27]([C:30]2[CH:35]=[CH:34][C:33]([C:36]#[N:37])=[CH:32][CH:31]=2)=[CH:26][CH:25]=1)[C:20]([NH2:22])=[O:21].C(N(C(C)C)C(C)C)C.CN(C(ON1N=NC2C=CC=CC1=2)=[N+](C)C)C.[B-](F)(F)(F)F, predict the reaction product. The product is: [NH2:22][C:20](=[O:21])[C@@H:19]([NH:18][C:15]([C:9]1([NH:8][C:6](=[O:7])[O:5][C:1]([CH3:2])([CH3:3])[CH3:4])[CH2:10][CH2:11][O:12][CH2:13][CH2:14]1)=[O:17])[CH2:23][C:24]1[CH:25]=[CH:26][C:27]([C:30]2[CH:35]=[CH:34][C:33]([C:36]#[N:37])=[CH:32][CH:31]=2)=[CH:28][CH:29]=1. (2) Given the reactants [OH:1][C:2]1[CH:3]=[C:4]([CH2:8][CH2:9][C:10]([O:12][CH3:13])=[O:11])[CH:5]=[CH:6][CH:7]=1.C(=O)([O-])[O-].[K+].[K+].[I-].[K+].Br[CH2:23][CH:24]1[CH2:26][CH2:25]1, predict the reaction product. The product is: [CH:24]1([CH2:23][O:1][C:2]2[CH:3]=[C:4]([CH2:8][CH2:9][C:10]([O:12][CH3:13])=[O:11])[CH:5]=[CH:6][CH:7]=2)[CH2:26][CH2:25]1. (3) Given the reactants [CH2:1]([O:8][C@H:9]1[CH2:14][CH2:13][CH2:12]C[C@@H:10]1[NH2:15])[C:2]1[CH:7]=[CH:6][CH:5]=[CH:4][CH:3]=1.[CH2:16]1[CH2:22][S:19](=[O:21])(=[O:20])[O:18][CH2:17]1, predict the reaction product. The product is: [CH2:1]([O:8][C@H:9]1[CH2:14][CH2:13][CH2:12][C@@H:10]1[NH:15][CH2:17][CH2:16][CH2:22][S:19]([OH:21])(=[O:20])=[O:18])[C:2]1[CH:3]=[CH:4][CH:5]=[CH:6][CH:7]=1. (4) Given the reactants C(=O)([O-])[O-].[Cs+].[Cs+].FC(F)(F)S(O[CH2:13][C:14]([F:17])([F:16])[F:15])(=O)=O.[Br:20][C:21]1[C:22]([C:28]2[S:29][CH:30]=[CH:31][CH:32]=2)=[N:23][NH:24][C:25]=1[CH:26]=[O:27].O, predict the reaction product. The product is: [Br:20][C:21]1[C:22]([C:28]2[S:29][CH:30]=[CH:31][CH:32]=2)=[N:23][N:24]([CH2:13][C:14]([F:15])([F:16])[F:17])[C:25]=1[CH:26]=[O:27]. (5) Given the reactants N[C:2]1[CH:3]=[C:4]([C@@:8]2([CH3:24])[N:13]([CH2:14][C:15]3[CH:20]=[CH:19][C:18]([O:21][CH3:22])=[CH:17][CH:16]=3)[C:12](=[O:23])[CH2:11][O:10][CH2:9]2)[CH:5]=[CH:6][CH:7]=1.C([O-])(C)(C)C.[K+].COC1C=CC(C[Br:38])=CC=1, predict the reaction product. The product is: [Br:38][C:2]1[CH:3]=[C:4]([C@@:8]2([CH3:24])[N:13]([CH2:14][C:15]3[CH:20]=[CH:19][C:18]([O:21][CH3:22])=[CH:17][CH:16]=3)[C:12](=[O:23])[CH2:11][O:10][CH2:9]2)[CH:5]=[CH:6][CH:7]=1. (6) Given the reactants C1(P(C2C=CC=CC=2)C2C=CC=CC=2)C=CC=CC=1.BrN1C(=O)CCC1=O.[CH:28]1([CH2:33][C@H:34]([C:38]2[CH:43]=[CH:42][C:41]([S:44]([CH3:47])(=[O:46])=[O:45])=[CH:40][CH:39]=2)[C:35]([OH:37])=O)[CH2:32][CH2:31][CH2:30][CH2:29]1.[NH2:48][C:49]1[S:50][C:51]([CH3:54])=[CH:52][N:53]=1.Cl, predict the reaction product. The product is: [CH:28]1([CH2:33][C@H:34]([C:38]2[CH:43]=[CH:42][C:41]([S:44]([CH3:47])(=[O:46])=[O:45])=[CH:40][CH:39]=2)[C:35]([NH:48][C:49]2[S:50][C:51]([CH3:54])=[CH:52][N:53]=2)=[O:37])[CH2:29][CH2:30][CH2:31][CH2:32]1. (7) Given the reactants [NH2:1][C:2]1[CH:20]=[CH:19][C:5]([O:6][C:7]2[CH:12]=[CH:11][C:10]([CH2:13][C:14]([OH:16])=[O:15])=[C:9]([CH3:17])[C:8]=2[CH3:18])=[C:4]([N+:21]([O-:23])=[O:22])[CH:3]=1.[CH3:24][C:25]([CH3:27])=O.CC(C)([O-])C.[K+], predict the reaction product. The product is: [CH3:17][C:9]1[C:8]([CH3:18])=[C:7]([O:6][C:5]2[C:4]([N+:21]([O-:23])=[O:22])=[C:3]3[C:2](=[CH:20][CH:19]=2)[NH:1][C:25]([CH3:27])=[CH:24]3)[CH:12]=[CH:11][C:10]=1[CH2:13][C:14]([OH:16])=[O:15].